The task is: Predict which catalyst facilitates the given reaction.. This data is from Catalyst prediction with 721,799 reactions and 888 catalyst types from USPTO. (1) The catalyst class is: 4. Reactant: [Br:1][C:2]1[CH:3]=[C:4]([NH2:8])[CH:5]=[CH:6][CH:7]=1.[CH:9]12[CH2:14][CH:13]1[C:12](=[O:15])[O:11][C:10]2=O.C(N1C=CN=C1)(N1C=CN=C1)=O. Product: [Br:1][C:2]1[CH:3]=[C:4]([N:8]2[C:10](=[O:11])[CH:9]3[CH:13]([CH2:14]3)[C:12]2=[O:15])[CH:5]=[CH:6][CH:7]=1. (2) Reactant: Br[CH2:2][CH2:3][CH2:4][CH2:5][CH2:6][CH2:7][O:8][CH2:9][CH2:10][CH2:11][CH2:12][C:13]1[CH:14]=[C:15]([NH:20][C:21]([NH2:23])=[O:22])[CH:16]=[C:17]([CH3:19])[CH:18]=1.C(N(CC)C(C)C)(C)C.[CH2:33]([NH:40][CH2:41][C@@H:42]([C:44]1[CH:55]=[CH:54][C:47]2[O:48][C:49]([CH3:53])([CH3:52])[O:50][CH2:51][C:46]=2[CH:45]=1)[OH:43])[C:34]1[CH:39]=[CH:38][CH:37]=[CH:36][CH:35]=1. Product: [CH2:33]([N:40]([CH2:41][C@@H:42]([C:44]1[CH:55]=[CH:54][C:47]2[O:48][C:49]([CH3:52])([CH3:53])[O:50][CH2:51][C:46]=2[CH:45]=1)[OH:43])[CH2:2][CH2:3][CH2:4][CH2:5][CH2:6][CH2:7][O:8][CH2:9][CH2:10][CH2:11][CH2:12][C:13]1[CH:14]=[C:15]([NH:20][C:21]([NH2:23])=[O:22])[CH:16]=[C:17]([CH3:19])[CH:18]=1)[C:34]1[CH:35]=[CH:36][CH:37]=[CH:38][CH:39]=1. The catalyst class is: 10.